From a dataset of Reaction yield outcomes from USPTO patents with 853,638 reactions. Predict the reaction yield, written as a fraction of the theoretical maximum amount of product (1.0 means a 100% yield; for example, 0.34 means a 34% yield). (1) The reactants are O.[OH-].[Li+].[CH:4]1([C@H:10]([NH:15][C:16]([C:18]2[C:27]([NH:28][C:29](=[O:40])[CH2:30][C:31]3[C:36]([CH3:37])=[CH:35][C:34]([CH3:38])=[CH:33][C:32]=3[CH3:39])=[CH:26][C:25]3[C:20](=[CH:21][CH:22]=[CH:23][CH:24]=3)[CH:19]=2)=[O:17])[C:11]([O:13]C)=[O:12])[CH2:9][CH2:8][CH2:7][CH2:6][CH2:5]1.CO.Cl. The catalyst is C1COCC1.O. The product is [CH:4]1([C@H:10]([NH:15][C:16]([C:18]2[C:27]([NH:28][C:29](=[O:40])[CH2:30][C:31]3[C:36]([CH3:37])=[CH:35][C:34]([CH3:38])=[CH:33][C:32]=3[CH3:39])=[CH:26][C:25]3[C:20](=[CH:21][CH:22]=[CH:23][CH:24]=3)[CH:19]=2)=[O:17])[C:11]([OH:13])=[O:12])[CH2:9][CH2:8][CH2:7][CH2:6][CH2:5]1. The yield is 0.860. (2) The reactants are [Br:1][C:2]1[CH:3]=[C:4]([C:8]2[NH:12][CH:11]=[N:10][CH:9]=2)[CH:5]=[CH:6][CH:7]=1.[H-].[Na+].Cl[CH2:16][O:17][CH2:18][CH2:19][Si:20]([CH3:23])([CH3:22])[CH3:21]. The catalyst is CN(C)C=O. The product is [Br:1][C:2]1[CH:3]=[C:4]([C:8]2[N:12]([CH2:16][O:17][CH2:18][CH2:19][Si:20]([CH3:23])([CH3:22])[CH3:21])[CH:11]=[N:10][CH:9]=2)[CH:5]=[CH:6][CH:7]=1. The yield is 0.696.